Predict the reaction yield, written as a fraction of the theoretical maximum amount of product (1.0 means a 100% yield; for example, 0.34 means a 34% yield). From a dataset of Reaction yield outcomes from USPTO patents with 853,638 reactions. (1) The reactants are C[O:2][C:3](=O)[CH2:4][C:5]1[CH:10]=[CH:9][C:8]([O:11][CH2:12][C:13]2[CH:18]=[CH:17][CH:16]=[CH:15][CH:14]=2)=[C:7]([F:19])[CH:6]=1.[H-].[H-].[H-].[H-].[Li+].[Al+3]. The catalyst is CCOCC. The product is [CH2:12]([O:11][C:8]1[CH:9]=[CH:10][C:5]([CH2:4][CH2:3][OH:2])=[CH:6][C:7]=1[F:19])[C:13]1[CH:18]=[CH:17][CH:16]=[CH:15][CH:14]=1. The yield is 0.820. (2) The reactants are [F:1][CH:2]([F:37])[C:3]1[N:7]([C:8]2[N:13]=[C:12]([N:14]3[CH2:19][CH2:18][O:17][CH2:16][CH2:15]3)[N:11]=[C:10]([N:20]3[CH2:25][CH2:24][N:23]([S:26]([CH:29]=[CH2:30])(=[O:28])=[O:27])[CH2:22][CH2:21]3)[N:9]=2)[C:6]2[CH:31]=[CH:32][CH:33]=[C:34]([O:35][CH3:36])[C:5]=2[N:4]=1.[CH3:38][S:39]([N:42]1[CH2:47][CH2:46][NH:45][CH2:44][CH2:43]1)(=[O:41])=[O:40].C(Cl)Cl.CCOC(C)=O. The catalyst is C1COCC1. The product is [F:37][CH:2]([F:1])[C:3]1[N:7]([C:8]2[N:9]=[C:10]([N:20]3[CH2:21][CH2:22][N:23]([S:26]([CH2:29][CH2:30][N:45]4[CH2:46][CH2:47][N:42]([S:39]([CH3:38])(=[O:41])=[O:40])[CH2:43][CH2:44]4)(=[O:28])=[O:27])[CH2:24][CH2:25]3)[N:11]=[C:12]([N:14]3[CH2:15][CH2:16][O:17][CH2:18][CH2:19]3)[N:13]=2)[C:6]2[CH:31]=[CH:32][CH:33]=[C:34]([O:35][CH3:36])[C:5]=2[N:4]=1. The yield is 0.840. (3) The reactants are [Cl:1][C:2]1[CH:31]=[CH:30][C:5]([CH2:6][N:7]2[C:15]3[C:14](=[O:16])[NH:13][C:12](=[O:17])[N:11]([CH3:18])[C:10]=3[N:9]=[C:8]2[O:19][C:20]2[CH:25]=[CH:24][CH:23]=[C:22]([C:26]([F:29])([F:28])[F:27])[CH:21]=2)=[CH:4][CH:3]=1.I[CH2:33][CH3:34].C(=O)([O-])[O-].[K+].[K+]. The catalyst is CN(C=O)C.C(OCC)(=O)C. The product is [Cl:1][C:2]1[CH:3]=[CH:4][C:5]([CH2:6][N:7]2[C:15]3[C:14](=[O:16])[N:13]([CH2:33][CH3:34])[C:12](=[O:17])[N:11]([CH3:18])[C:10]=3[N:9]=[C:8]2[O:19][C:20]2[CH:25]=[CH:24][CH:23]=[C:22]([C:26]([F:29])([F:27])[F:28])[CH:21]=2)=[CH:30][CH:31]=1. The yield is 0.267. (4) The reactants are Br[C:2]1[CH:7]=[CH:6][C:5](/[CH:8]=[CH:9]/[C:10]2[NH:11][CH:12]=[C:13]([C:15]3[CH:20]=[CH:19][C:18]([Cl:21])=[CH:17][C:16]=3[Cl:22])[N:14]=2)=[CH:4][CH:3]=1.[CH2:23]([O:30][C:31]1[CH:36]=[CH:35][C:34](B(O)O)=[CH:33][C:32]=1[F:40])[C:24]1[CH:29]=[CH:28][CH:27]=[CH:26][CH:25]=1. No catalyst specified. The product is [CH2:23]([O:30][C:31]1[CH:36]=[CH:35][C:34]([C:2]2[CH:7]=[CH:6][C:5](/[CH:8]=[CH:9]/[C:10]3[NH:11][CH:12]=[C:13]([C:15]4[CH:20]=[CH:19][C:18]([Cl:21])=[CH:17][C:16]=4[Cl:22])[N:14]=3)=[CH:4][CH:3]=2)=[CH:33][C:32]=1[F:40])[C:24]1[CH:25]=[CH:26][CH:27]=[CH:28][CH:29]=1. The yield is 0.710. (5) The reactants are C1(N)C(F)=C(F)C(F)=C(N)C=1F.[ClH:13].Cl.[NH2:15][CH:16]1[CH2:21][CH2:20][N:19]([CH2:22][CH:23]2[C:33]3=[C:34]4[C:29](=[CH:30][CH:31]=[CH:32]3)[CH:28]=[CH:27][C:26](=[O:35])[N:25]4[CH2:24]2)[CH2:18][CH2:17]1.[O:36]1[C:41]2=[CH:42][N:43]=[C:44]([CH:46]=O)[CH:45]=[C:40]2[CH2:39][CH2:38][CH2:37]1. No catalyst specified. The product is [ClH:13].[O:36]1[C:41]2=[CH:42][N:43]=[C:44]([CH2:46][NH:15][CH:16]3[CH2:21][CH2:20][N:19]([CH2:22][CH:23]4[C:33]5=[C:34]6[C:29](=[CH:30][CH:31]=[CH:32]5)[CH:28]=[CH:27][C:26](=[O:35])[N:25]6[CH2:24]4)[CH2:18][CH2:17]3)[CH:45]=[C:40]2[CH2:39][CH2:38][CH2:37]1. The yield is 1.00. (6) The reactants are [CH3:1][C:2]1[S:11][C:10]2[C:9]3[C:12]([CH3:15])=[N:13][O:14][C:8]=3[C@H:7]([CH2:16][C:17]([O:19][C:20]([CH3:23])([CH3:22])[CH3:21])=[O:18])[NH:6][C:5](=[O:24])[C:4]=2[C:3]=1[CH3:25].[CH3:26][C:27]([O:30][C:31](O[C:31]([O:30][C:27]([CH3:29])([CH3:28])[CH3:26])=[O:32])=[O:32])([CH3:29])[CH3:28]. The catalyst is CN(C1C=CN=CC=1)C.C1COCC1. The product is [C:20]([O:19][C:17](=[O:18])[CH2:16][C@H:7]1[C:8]2[O:14][N:13]=[C:12]([CH3:15])[C:9]=2[C:10]2[S:11][C:2]([CH3:1])=[C:3]([CH3:25])[C:4]=2[C:5](=[O:24])[N:6]1[C:31]([O:30][C:27]([CH3:29])([CH3:28])[CH3:26])=[O:32])([CH3:21])([CH3:22])[CH3:23]. The yield is 0.880. (7) The yield is 0.250. The reactants are [NH2:1][C:2]1[CH:30]=[CH:29][C:5]([O:6][C:7]2[CH:12]=[CH:11][N:10]=[C:9]([NH:13][C:14]([N:16]3[CH2:21][CH2:20][CH:19]([N:22]4[CH2:27][CH2:26][CH:25]([OH:28])[CH2:24][CH2:23]4)[CH2:18][CH2:17]3)=[O:15])[CH:8]=2)=[CH:4][CH:3]=1.C12(CS(O)(=O)=O)C(C)(C)C(CC1)CC2=O.[C:46]1([CH2:52][C:53]([N:55]=[C:56]=[S:57])=[O:54])[CH:51]=[CH:50][CH:49]=[CH:48][CH:47]=1. The product is [OH:28][CH:25]1[CH2:24][CH2:23][N:22]([CH:19]2[CH2:20][CH2:21][N:16]([C:14]([NH:13][C:9]3[CH:8]=[C:7]([O:6][C:5]4[CH:4]=[CH:3][C:2]([NH:1][C:56]([NH:55][C:53](=[O:54])[CH2:52][C:46]5[CH:47]=[CH:48][CH:49]=[CH:50][CH:51]=5)=[S:57])=[CH:30][CH:29]=4)[CH:12]=[CH:11][N:10]=3)=[O:15])[CH2:17][CH2:18]2)[CH2:27][CH2:26]1. The catalyst is C(O)C.C1(C)C=CC=CC=1.C(OCC)(=O)C.CCCCCC. (8) The catalyst is C(O)(=O)C. The product is [IH:14].[CH3:10][N:11]([CH2:13][C:3]1[C:4]2[C:9](=[N:8][CH:7]=[CH:6][CH:5]=2)[NH:1][CH:2]=1)[CH3:12]. The reactants are [NH:1]1[C:9]2[C:4](=[CH:5][CH:6]=[CH:7][N:8]=2)[CH:3]=[CH:2]1.[CH3:10][N+:11]([CH3:13])=[CH2:12].[I-:14]. The yield is 1.00.